Task: Predict the reaction yield, written as a fraction of the theoretical maximum amount of product (1.0 means a 100% yield; for example, 0.34 means a 34% yield).. Dataset: Reaction yield outcomes from USPTO patents with 853,638 reactions (1) The reactants are [Li+].CC([N-]C(C)C)C.[CH2:9]([N:16]1[CH2:20][CH2:19][CH2:18][C:17]1=[O:21])[C:10]1[CH:15]=[CH:14][CH:13]=[CH:12][CH:11]=1.C([O:24][C:25]([C:27]1([O:30][Si:31]([C:34]([CH3:37])([CH3:36])[CH3:35])([CH3:33])[CH3:32])[CH2:29][CH2:28]1)=O)C.[NH4+].[Cl-]. The catalyst is C1COCC1. The product is [CH2:9]([N:16]1[CH2:20][CH2:19][C:18](=[C:25]([C:27]2([O:30][Si:31]([C:34]([CH3:37])([CH3:36])[CH3:35])([CH3:32])[CH3:33])[CH2:28][CH2:29]2)[OH:24])[C:17]1=[O:21])[C:10]1[CH:15]=[CH:14][CH:13]=[CH:12][CH:11]=1. The yield is 0.380. (2) The reactants are Cl.[NH:2]1[CH2:6][CH2:5][CH2:4][C@H:3]1[C:7]([O:9][CH2:10]C)=[O:8].[CH:12]1[CH:17]=[CH:16][C:15]([CH2:18][O:19][C:20](Cl)=[O:21])=[CH:14][CH:13]=1. The catalyst is C(Cl)Cl. The product is [N:2]1([C:20]([O:19][CH2:18][C:15]2[CH:16]=[CH:17][CH:12]=[CH:13][CH:14]=2)=[O:21])[CH2:6][CH2:5][CH2:4][C@H:3]1[C:7]([O:9][CH3:10])=[O:8]. The yield is 0.880.